This data is from NCI-60 drug combinations with 297,098 pairs across 59 cell lines. The task is: Regression. Given two drug SMILES strings and cell line genomic features, predict the synergy score measuring deviation from expected non-interaction effect. Drug 1: CC(CN1CC(=O)NC(=O)C1)N2CC(=O)NC(=O)C2. Drug 2: C1CN1P(=S)(N2CC2)N3CC3. Cell line: HCT-15. Synergy scores: CSS=44.9, Synergy_ZIP=-4.24, Synergy_Bliss=3.38, Synergy_Loewe=5.13, Synergy_HSA=5.73.